This data is from Reaction yield outcomes from USPTO patents with 853,638 reactions. The task is: Predict the reaction yield, written as a fraction of the theoretical maximum amount of product (1.0 means a 100% yield; for example, 0.34 means a 34% yield). (1) The reactants are FC(F)(F)C1C=CC(NC2N=C3C=CC=C([C:18]4[CH:19]=[CH:20][C:21]5[N:25]=[C:24]([C:26]#[N:27])[NH:23][C:22]=5[CH:28]=4)N3N=2)=CC=1. The catalyst is N. The product is [NH:23]1[C:22]2[CH:28]=[CH:18][CH:19]=[CH:20][C:21]=2[N:25]=[C:24]1[C:26]#[N:27]. The yield is 0.961. (2) The reactants are ClC1N=C(N2CC[C:9]3[C:4](=[CH:5][CH:6]=[CH:7][CH:8]=3)C2[C:4]2[CH:9]=[CH:8][CH:7]=[CH:6][CH:5]=2)[C:9]2[C:4](=[CH:5][CH:6]=[CH:7][CH:8]=2)N=1.[CH3:28]C1(C)C(C)(C)OB(C2C=NC(N)=NC=2)O1.[N:44]1[CH:45]=[CH:46][N:47]2[CH:52]=[C:51]([C:53]3[N:62]=[C:61]([NH:63][CH2:64][CH:65]([C:72]4[CH:77]=[CH:76][CH:75]=[CH:74][CH:73]=4)N4CCCCC4)[C:60]4[C:55](=[CH:56][CH:57]=[CH:58][CH:59]=4)[N:54]=3)[CH:50]=[N:49][C:48]=12. The catalyst is CCOC(C)=O. The product is [N:44]1[CH:45]=[CH:46][N:47]2[CH:52]=[C:51]([C:53]3[N:62]=[C:61]([N:63]4[CH2:64][CH:65]([C:4]5[CH:9]=[CH:8][CH:7]=[CH:6][CH:5]=5)[C:72]5[C:77](=[CH:76][CH:75]=[CH:74][CH:73]=5)[CH2:28]4)[C:60]4[C:55](=[CH:56][CH:57]=[CH:58][CH:59]=4)[N:54]=3)[CH:50]=[N:49][C:48]=12. The yield is 0.560.